The task is: Predict the reaction yield, written as a fraction of the theoretical maximum amount of product (1.0 means a 100% yield; for example, 0.34 means a 34% yield).. This data is from Reaction yield outcomes from USPTO patents with 853,638 reactions. (1) The reactants are FC(F)(F)C(O)=O.Br[C:9]1[C:10]([NH:16][C:17](=[O:30])[C:18]([CH3:29])([NH:20][CH2:21][CH2:22][CH:23]2[CH2:28][CH2:27][O:26][CH2:25][CH2:24]2)[CH3:19])=[N:11][CH:12]=[C:13]([Br:15])[N:14]=1.C(N(CC)C(C)C)(C)C. The catalyst is O1CCOCC1. The product is [Br:15][C:13]1[N:14]=[C:9]2[N:20]([CH2:21][CH2:22][CH:23]3[CH2:28][CH2:27][O:26][CH2:25][CH2:24]3)[C:18]([CH3:29])([CH3:19])[C:17](=[O:30])[NH:16][C:10]2=[N:11][CH:12]=1. The yield is 0.700. (2) The reactants are C(OC([NH:8][C:9]1[CH:14]=[C:13]([C:15]2[S:19][C:18]([CH2:20][CH3:21])=[N:17][C:16]=2[C:22]2[CH:27]=[CH:26][CH:25]=[C:24]([CH3:28])[CH:23]=2)[CH:12]=[CH:11][N:10]=1)=O)(C)(C)C.C(OC(NC1C=C(CC(C2C=CC=C(C)C=2)=O)C=CN=1)=O)(C)(C)C.Cl. The catalyst is C(=O)([O-])O.[Na+]. The product is [CH2:20]([C:18]1[S:19][C:15]([C:13]2[CH:12]=[CH:11][N:10]=[C:9]([NH2:8])[CH:14]=2)=[C:16]([C:22]2[CH:27]=[CH:26][CH:25]=[C:24]([CH3:28])[CH:23]=2)[N:17]=1)[CH3:21]. The yield is 0.550. (3) The reactants are [Cl:1][C:2]1[CH:7]=[CH:6][CH:5]=[CH:4][C:3]=1[C:8]1[N:9]([C:16]2[CH:21]=[CH:20][C:19]([Cl:22])=[CH:18][CH:17]=2)[CH:10]=[C:11]([C:13]([OH:15])=[O:14])[N:12]=1.Cl.CN(C)CCCN=C=NCC.C(N(CC)CC)C.[F:42][C:43]1[C:48](O)=[C:47]([F:50])[C:46]([F:51])=[C:45]([F:52])[C:44]=1[F:53]. The catalyst is ClCCl. The product is [Cl:1][C:2]1[CH:7]=[CH:6][CH:5]=[CH:4][C:3]=1[C:8]1[N:9]([C:16]2[CH:17]=[CH:18][C:19]([Cl:22])=[CH:20][CH:21]=2)[CH:10]=[C:11]([C:13]([O:15][C:48]2[C:47]([F:50])=[C:46]([F:51])[C:45]([F:52])=[C:44]([F:53])[C:43]=2[F:42])=[O:14])[N:12]=1. The yield is 0.320.